The task is: Predict the reaction yield, written as a fraction of the theoretical maximum amount of product (1.0 means a 100% yield; for example, 0.34 means a 34% yield).. This data is from Reaction yield outcomes from USPTO patents with 853,638 reactions. No catalyst specified. The product is [Cl:1][C:2]1[CH:7]=[C:6]([Cl:8])[CH:5]=[CH:4][C:3]=1[C:9]1[N:10]=[C:11]([N:17]2[CH2:22][CH2:21][O:20][CH2:19][CH2:18]2)[S:12][C:13]=1[C:14]1[NH:26][CH:28]=[N:36][N:16]=1. The yield is 0.400. The reactants are [Cl:1][C:2]1[CH:7]=[C:6]([Cl:8])[CH:5]=[CH:4][C:3]=1[C:9]1[N:10]=[C:11]([N:17]2[CH2:22][CH2:21][O:20][CH2:19][CH2:18]2)[S:12][C:13]=1[C:14]([NH2:16])=O.COC(OC)[N:26]([CH3:28])C.C(O)(=O)C.O.[NH2:36]N.